Dataset: NCI-60 drug combinations with 297,098 pairs across 59 cell lines. Task: Regression. Given two drug SMILES strings and cell line genomic features, predict the synergy score measuring deviation from expected non-interaction effect. (1) Drug 1: CC1C(C(CC(O1)OC2CC(CC3=C2C(=C4C(=C3O)C(=O)C5=C(C4=O)C(=CC=C5)OC)O)(C(=O)C)O)N)O.Cl. Drug 2: CCC1(C2=C(COC1=O)C(=O)N3CC4=CC5=C(C=CC(=C5CN(C)C)O)N=C4C3=C2)O.Cl. Cell line: LOX IMVI. Synergy scores: CSS=24.6, Synergy_ZIP=-11.0, Synergy_Bliss=-2.97, Synergy_Loewe=-0.889, Synergy_HSA=0.593. (2) Drug 1: C1=CC=C(C=C1)NC(=O)CCCCCCC(=O)NO. Drug 2: C1=NC2=C(N1)C(=S)N=CN2. Cell line: COLO 205. Synergy scores: CSS=21.9, Synergy_ZIP=-3.28, Synergy_Bliss=7.54, Synergy_Loewe=-4.03, Synergy_HSA=4.47. (3) Drug 1: C1=CC(=C2C(=C1NCCNCCO)C(=O)C3=C(C=CC(=C3C2=O)O)O)NCCNCCO. Drug 2: CN1C(=O)N2C=NC(=C2N=N1)C(=O)N. Cell line: SK-MEL-28. Synergy scores: CSS=38.3, Synergy_ZIP=3.37, Synergy_Bliss=4.97, Synergy_Loewe=-52.7, Synergy_HSA=2.35. (4) Cell line: SW-620. Drug 1: COC1=C(C=C2C(=C1)N=CN=C2NC3=CC(=C(C=C3)F)Cl)OCCCN4CCOCC4. Synergy scores: CSS=20.6, Synergy_ZIP=3.84, Synergy_Bliss=7.06, Synergy_Loewe=0.831, Synergy_HSA=5.35. Drug 2: C1=NC2=C(N1)C(=S)N=C(N2)N.